From a dataset of NCI-60 drug combinations with 297,098 pairs across 59 cell lines. Regression. Given two drug SMILES strings and cell line genomic features, predict the synergy score measuring deviation from expected non-interaction effect. Drug 1: CC1C(C(CC(O1)OC2CC(CC3=C2C(=C4C(=C3O)C(=O)C5=C(C4=O)C(=CC=C5)OC)O)(C(=O)CO)O)N)O.Cl. Drug 2: CCN(CC)CCCC(C)NC1=C2C=C(C=CC2=NC3=C1C=CC(=C3)Cl)OC. Cell line: A498. Synergy scores: CSS=19.0, Synergy_ZIP=-6.46, Synergy_Bliss=-0.711, Synergy_Loewe=-1.96, Synergy_HSA=-0.636.